From a dataset of Reaction yield outcomes from USPTO patents with 853,638 reactions. Predict the reaction yield, written as a fraction of the theoretical maximum amount of product (1.0 means a 100% yield; for example, 0.34 means a 34% yield). (1) The reactants are [CH2:1]([O:4][C:5]1[CH:10]=[CH:9][C:8]([Br:11])=[CH:7][C:6]=1[N+:12]([O-])=O)[CH:2]=[CH2:3].[NH4+].[Cl-].C(O)C. The catalyst is [Fe].O. The product is [CH2:1]([O:4][C:5]1[CH:10]=[CH:9][C:8]([Br:11])=[CH:7][C:6]=1[NH2:12])[CH:2]=[CH2:3]. The yield is 0.970. (2) The reactants are [CH3:1][C:2]1([CH3:24])[N:7]([C:8]2[CH:9]=[N:10][C:11]([N+:14]([O-])=O)=[CH:12][CH:13]=2)[CH2:6][CH2:5][N:4]([C:17]([O:19][C:20]([CH3:23])([CH3:22])[CH3:21])=[O:18])[CH2:3]1. The catalyst is [Pd].CO. The product is [NH2:14][C:11]1[N:10]=[CH:9][C:8]([N:7]2[CH2:6][CH2:5][N:4]([C:17]([O:19][C:20]([CH3:23])([CH3:22])[CH3:21])=[O:18])[CH2:3][C:2]2([CH3:24])[CH3:1])=[CH:13][CH:12]=1. The yield is 0.940. (3) The reactants are C([O:8][C:9]1[CH:10]=[C:11]2[C:15](=[CH:16][CH:17]=1)[N:14]([CH3:18])[CH:13]=[CH:12]2)C1C=CC=CC=1.C([O-])=O.[NH4+]. The catalyst is CCO.[OH-].[Pd+2].[OH-]. The product is [CH3:18][N:14]1[C:15]2[C:11](=[CH:10][C:9]([OH:8])=[CH:17][CH:16]=2)[CH:12]=[CH:13]1. The yield is 0.900. (4) The reactants are O[CH:2]1[N:6]([C:7]2[CH:12]=[CH:11][C:10]([I:13])=[CH:9][N:8]=2)[C:5](=[O:14])[CH2:4][C:3]1([CH3:16])[CH3:15].FC(F)(F)C(OC(=O)C(F)(F)F)=O.FC(F)(F)C(O)=O.C([SiH](CC)CC)C. The catalyst is C(Cl)Cl. The product is [I:13][C:10]1[CH:11]=[CH:12][C:7]([N:6]2[CH2:2][C:3]([CH3:15])([CH3:16])[CH2:4][C:5]2=[O:14])=[N:8][CH:9]=1. The yield is 0.800. (5) The reactants are Br[C:2]1[N:6]2[N:7]=[C:8]([NH:11][CH2:12][CH2:13][CH2:14][N:15]3[CH2:20][CH2:19][CH2:18][CH2:17][CH:16]3[CH3:21])[CH:9]=[CH:10][C:5]2=[N:4][CH:3]=1.[C:22]([C:25]1[S:29][C:28](B(O)O)=[CH:27][CH:26]=1)(=[O:24])[CH3:23]. No catalyst specified. The product is [CH3:21][CH:16]1[CH2:17][CH2:18][CH2:19][CH2:20][N:15]1[CH2:14][CH2:13][CH2:12][NH:11][C:8]1[CH:9]=[CH:10][C:5]2[N:6]([C:2]([C:28]3[S:29][C:25]([C:22](=[O:24])[CH3:23])=[CH:26][CH:27]=3)=[CH:3][N:4]=2)[N:7]=1. The yield is 0.710. (6) The product is [CH2:82]([O:81][C:79](=[O:80])[C:78](=[O:85])[CH:77]([NH:76][C:74](=[O:75])[CH:73]([NH:72][NH:71][C:68]1[CH:67]=[CH:66][C:65]([CH2:64][O:63][C:61]([N:60]2[C:59]3[CH:90]=[C:91]([O:96][CH2:39][CH2:38][CH2:37][CH2:36][CH2:35][O:34][C:29]4[C:30]([O:32][CH3:33])=[CH:31][C:19]5[C:18](=[O:41])[N:17]6[CH:42]=[C:43]([CH3:45])[CH2:44][CH:16]6[C@H:15]([O:14][Si:7]([C:10]([CH3:13])([CH3:12])[CH3:11])([CH3:9])[CH3:8])[N:21]([C:22]([O:24][CH2:25][CH:26]=[CH2:27])=[O:23])[C:20]=5[CH:28]=4)[C:92]([O:94][CH3:95])=[CH:93][C:58]=3[C:57](=[O:97])[N:56]3[CH:98]=[C:99]([CH3:101])[CH2:100][CH:55]3[C@@H:54]2[O:53][Si:46]([C:49]([CH3:52])([CH3:51])[CH3:50])([CH3:47])[CH3:48])=[O:62])=[CH:70][CH:69]=1)[CH3:89])[CH:86]([CH3:87])[CH3:88])[CH:83]=[CH2:84]. The reactants are C(=O)([O-])[O-].[K+].[K+].[Si:7]([O:14][C@@H:15]1[N:21]([C:22]([O:24][CH2:25][CH:26]=[CH2:27])=[O:23])[C:20]2[CH:28]=[C:29]([O:34][CH2:35][CH2:36][CH2:37][CH2:38][CH2:39]I)[C:30]([O:32][CH3:33])=[CH:31][C:19]=2[C:18](=[O:41])[N:17]2[CH:42]=[C:43]([CH3:45])[CH2:44][C@@H:16]12)([C:10]([CH3:13])([CH3:12])[CH3:11])([CH3:9])[CH3:8].[Si:46]([O:53][C@@H:54]1[N:60]([C:61]([O:63][CH2:64][C:65]2[CH:70]=[CH:69][C:68]([NH:71][NH:72][CH:73]([CH3:89])[C:74]([NH:76][CH:77]([CH:86]([CH3:88])[CH3:87])[C:78](=[O:85])[C:79]([O:81][CH2:82][CH:83]=[CH2:84])=[O:80])=[O:75])=[CH:67][CH:66]=2)=[O:62])[C:59]2[CH:90]=[C:91]([OH:96])[C:92]([O:94][CH3:95])=[CH:93][C:58]=2[C:57](=[O:97])[N:56]2[CH:98]=[C:99]([CH3:101])[CH2:100][C@@H:55]12)([C:49]([CH3:52])([CH3:51])[CH3:50])([CH3:48])[CH3:47]. The catalyst is CC(C)=O. The yield is 0.570. (7) The reactants are [CH2:1]([C@H:8]([NH:21][C:22]([C@@H:24]([NH:35][C:36]([C@@H:38]([NH:40][C:41]([CH:43]1[CH2:51][C:50]2[C:45](=[CH:46][CH:47]=[CH:48][CH:49]=2)[CH2:44]1)=[O:42])[CH3:39])=[O:37])[CH2:25][C:26]1[C:34]2[C:29](=[CH:30][CH:31]=[CH:32][CH:33]=2)[NH:28][CH:27]=1)=[O:23])[CH:9]([C:11](=[O:20])[NH:12][CH2:13][C:14]1[CH:19]=[CH:18][CH:17]=[CH:16][CH:15]=1)[OH:10])[C:2]1[CH:7]=[CH:6][CH:5]=[CH:4][CH:3]=1.CC(OI1(OC(C)=O)(OC(C)=O)OC(=O)C2C=CC=CC1=2)=O. The catalyst is ClCCl. The product is [CH2:1]([C@H:8]([NH:21][C:22]([C@@H:24]([NH:35][C:36]([C@@H:38]([NH:40][C:41]([CH:43]1[CH2:44][C:45]2[C:50](=[CH:49][CH:48]=[CH:47][CH:46]=2)[CH2:51]1)=[O:42])[CH3:39])=[O:37])[CH2:25][C:26]1[C:34]2[C:29](=[CH:30][CH:31]=[CH:32][CH:33]=2)[NH:28][CH:27]=1)=[O:23])[C:9]([C:11](=[O:20])[NH:12][CH2:13][C:14]1[CH:15]=[CH:16][CH:17]=[CH:18][CH:19]=1)=[O:10])[C:2]1[CH:3]=[CH:4][CH:5]=[CH:6][CH:7]=1. The yield is 0.110.